This data is from Reaction yield outcomes from USPTO patents with 853,638 reactions. The task is: Predict the reaction yield, written as a fraction of the theoretical maximum amount of product (1.0 means a 100% yield; for example, 0.34 means a 34% yield). The yield is 0.530. The catalyst is COCCO.CCOC(C)=O. The product is [CH3:43][O:42][C:35]1[CH:34]=[C:33]([N:44]2[CH2:49][CH2:48][N:47]([CH3:50])[CH2:46][CH2:45]2)[C:32]([NH2:31])=[CH:37][C:36]=1[NH:38][C:25]1[N:9]=[C:10]([C:16]2[CH:17]=[N:18][N:19]3[CH:24]=[CH:23][CH:22]=[CH:21][C:20]=23)[CH:11]=[CH:12][N:13]=1. The reactants are F[P-](F)(F)(F)(F)F.C[N:9]([CH3:25])/[C:10](/[C:16]1[CH:17]=[N:18][N:19]2[CH:24]=[CH:23][CH:22]=[CH:21][C:20]=12)=[CH:11]\[CH:12]=[N+:13](C)C.COC(O)C.[NH2:31][C:32]1[C:33]([N:44]2[CH2:49][CH2:48][N:47]([CH3:50])[CH2:46][CH2:45]2)=[CH:34][C:35]([O:42][CH3:43])=[C:36]([NH:38]C(N)=N)[CH:37]=1.CN(C)C(N(C)C)=N.